This data is from Catalyst prediction with 721,799 reactions and 888 catalyst types from USPTO. The task is: Predict which catalyst facilitates the given reaction. (1) Reactant: [OH:1][CH:2]1[CH2:7][CH2:6][N:5]([C:8]([O:10][C:11]([CH3:14])([CH3:13])[CH3:12])=[O:9])[CH2:4][CH2:3]1.C1(P(C2C=CC=CC=2)C2C=CC=CC=2)C=CC=CC=1.O[C:35]1[CH:40]=[CH:39][N:38]=[CH:37][CH:36]=1.N(C(OC(C)C)=O)=NC(OC(C)C)=O.C(=O)(O)[O-].[Na+]. Product: [N:38]1[CH:39]=[CH:40][C:35]([O:1][CH:2]2[CH2:3][CH2:4][N:5]([C:8]([O:10][C:11]([CH3:14])([CH3:13])[CH3:12])=[O:9])[CH2:6][CH2:7]2)=[CH:36][CH:37]=1. The catalyst class is: 7. (2) Reactant: [CH3:1][O:2][C:3]1[CH:4]=[C:5]([N:12]2[CH2:17][CH2:16][O:15][CH2:14][CH2:13]2)[CH:6]=[CH:7][C:8]=1[N+:9]([O-])=O. Product: [CH3:1][O:2][C:3]1[CH:4]=[C:5]([N:12]2[CH2:17][CH2:16][O:15][CH2:14][CH2:13]2)[CH:6]=[CH:7][C:8]=1[NH2:9]. The catalyst class is: 5. (3) The catalyst class is: 2. Product: [Cl:57][C:54]1[CH:55]=[CH:56][C:51]([C@H:26]([C:27]([N:29]2[CH2:34][CH2:33][N:32]([C:35]3[C:40]([C:41]4[CH:46]=[CH:45][CH:44]=[CH:43][CH:42]=4)=[CH:39][N:38]=[C:37]4[NH:48][CH:49]=[C:50]([CH3:82])[C:36]=34)[CH2:31][CH2:30]2)=[O:28])[CH2:25][C:24]([NH:23][C:91](=[O:92])[O:94][C:2]([CH3:10])([CH3:3])[CH3:1])([CH3:59])[CH3:58])=[CH:52][CH:53]=1. Reactant: [CH3:1][C:2]1[C:10]2C(=NC=C(C3C=CC=CC=3)C=2N2CCNCC2)N[CH:3]=1.[NH2:23][C:24]([CH3:59])([CH3:58])[CH2:25][C@H:26]([C:51]1[CH:56]=[CH:55][C:54]([Cl:57])=[CH:53][CH:52]=1)[C:27]([N:29]1[CH2:34][CH2:33][N:32]([C:35]2[C:40]([C:41]3[CH:46]=[CH:45][CH:44]=[C:43](F)[CH:42]=3)=[CH:39][N:38]=[C:37]3[NH:48][CH:49]=[CH:50][C:36]=23)[CH2:31][CH2:30]1)=[O:28].C1C=CC2N(O)N=NC=2C=1.O.CCN=C=NCCCN(C)C.[CH3:82]CN(C(C)C)C(C)C.[C:91]([O-:94])([O-])=[O:92].[Na+].[Na+]. (4) Reactant: [Br:1][C:2]1[CH:7]=[CH:6][C:5]([OH:8])=[C:4]([CH:9]([CH3:11])[CH3:10])[CH:3]=1.[CH2:12](Cl)[C:13]1[CH:18]=[CH:17][CH:16]=[CH:15][CH:14]=1.C(=O)(O)[O-].[Na+].[I-].[Na+]. Product: [CH2:12]([O:8][C:5]1[CH:6]=[CH:7][C:2]([Br:1])=[CH:3][C:4]=1[CH:9]([CH3:11])[CH3:10])[C:13]1[CH:18]=[CH:17][CH:16]=[CH:15][CH:14]=1. The catalyst class is: 10. (5) Reactant: [F:1][C:2]1[C:7]([NH2:8])=[CH:6][CH:5]=[C:4]([F:9])[C:3]=1[NH:10][C:11]1[C:16]([C:17]2[N:25]=[CH:24][N:23]=[C:22]3[C:18]=2[N:19]=[CH:20][N:21]3[CH:26]2[CH2:31][CH2:30][CH2:29][CH2:28][O:27]2)=[CH:15][CH:14]=[CH:13][N:12]=1.[Cl:32][C:33]1[CH:38]=[CH:37][CH:36]=[CH:35][C:34]=1[S:39](Cl)(=[O:41])=[O:40].N1C=CC=CC=1. Product: [Cl:32][C:33]1[CH:38]=[CH:37][CH:36]=[CH:35][C:34]=1[S:39]([NH:8][C:7]1[CH:6]=[CH:5][C:4]([F:9])=[C:3]([NH:10][C:11]2[C:16]([C:17]3[N:25]=[CH:24][N:23]=[C:22]4[C:18]=3[N:19]=[CH:20][N:21]4[CH:26]3[CH2:31][CH2:30][CH2:29][CH2:28][O:27]3)=[CH:15][CH:14]=[CH:13][N:12]=2)[C:2]=1[F:1])(=[O:41])=[O:40]. The catalyst class is: 4.